Predict the reactants needed to synthesize the given product. From a dataset of Full USPTO retrosynthesis dataset with 1.9M reactions from patents (1976-2016). (1) Given the product [F:1][C:2]1[N:7]=[C:6]([CH:8]([OH:12])[CH:9]([NH:10][C:14](=[O:15])[O:16][C:17]([CH3:18])([CH3:19])[CH3:20])[CH2:21][C:22]2[CH:27]=[CH:26][CH:25]=[C:24]([O:28][C:29]([F:33])([F:34])[CH:30]([F:31])[F:32])[CH:23]=2)[CH:5]=[CH:4][CH:3]=1, predict the reactants needed to synthesize it. The reactants are: [F:1][C:2]1[N:7]=[C:6]([CH:8]2[O:12]C(=O)[N:10]([C:14]([O:16][C:17]([CH3:20])([CH3:19])[CH3:18])=[O:15])[CH:9]2[CH2:21][C:22]2[CH:27]=[CH:26][CH:25]=[C:24]([O:28][C:29]([F:34])([F:33])[CH:30]([F:32])[F:31])[CH:23]=2)[CH:5]=[CH:4][CH:3]=1.[OH-].[Na+].O. (2) Given the product [F:26][C:23]([F:24])([F:25])[O:22][C:20]1[CH:19]=[CH:18][C:16]2[NH:17][C:30]3[CH2:31][C:32]4([NH:27][C:28](=[O:39])[C:29]=3[S:14][C:15]=2[CH:21]=1)[CH2:33][CH2:34][O:35][CH2:36][CH2:37]4, predict the reactants needed to synthesize it. The reactants are: [NH2:17][C:16]1[CH:18]=[CH:19][C:20]([O:22][C:23]([F:24])([F:25])[F:26])=[CH:21][C:15]=1[S:14][S:14][C:15]1[CH:21]=[C:20]([O:22][C:23]([F:26])([F:25])[F:24])[CH:19]=[CH:18][C:16]=1[NH2:17].[NH:27]1[C:32]2([CH2:37][CH2:36][O:35][CH2:34][CH2:33]2)[CH2:31][C:30](=O)[CH2:29][C:28]1=[O:39]. (3) Given the product [CH3:11][O:12][C:13](=[O:37])[C:14]1[CH:19]=[CH:18][CH:17]=[C:16]([CH2:20][N:21]2[C:22]3[C:27](=[CH:26][CH:25]=[CH:24][CH:23]=3)/[C:30](=[C:31](\[C:5]3[CH:6]=[CH:7][C:2]([Cl:1])=[CH:3][CH:4]=3)/[C:32]([CH3:35])([CH3:34])[CH3:33])/[C:29]2=[O:36])[CH:15]=1, predict the reactants needed to synthesize it. The reactants are: [Cl:1][C:2]1[CH:7]=[CH:6][C:5](B(O)O)=[CH:4][CH:3]=1.[CH3:11][O:12][C:13](=[O:37])[C:14]1[CH:19]=[CH:18][CH:17]=[C:16]([CH2:20][N:21]([C:29](=[O:36])[C:30]#[C:31][C:32]([CH3:35])([CH3:34])[CH3:33])[C:22]2[CH:27]=[CH:26][CH:25]=[CH:24][C:23]=2I)[CH:15]=1. (4) Given the product [CH3:1][O:2][C:3]([C:5]1[CH:6]=[C:7]([Cl:24])[CH:8]=[C:9]2[C:14]=1[NH:13][CH:12]([C:15]1[CH:20]=[CH:19][CH:18]=[C:17]([N:84]3[CH2:83][CH2:82][N:81]([C:78]4[CH:77]=[CH:76][C:75]([Cl:74])=[CH:80][CH:79]=4)[CH2:86][CH2:85]3)[CH:16]=1)[C:11]([CH3:23])([CH3:22])[CH2:10]2)=[O:4], predict the reactants needed to synthesize it. The reactants are: [CH3:1][O:2][C:3]([C:5]1[CH:6]=[C:7]([Cl:24])[CH:8]=[C:9]2[C:14]=1[NH:13][CH:12]([C:15]1[CH:20]=[CH:19][CH:18]=[C:17](Br)[CH:16]=1)[C:11]([CH3:23])([CH3:22])[CH2:10]2)=[O:4].C(=O)([O-])[O-].[Cs+].[Cs+].CC1(C)C2C(=C(P(C3C=CC=CC=3)C3C=CC=CC=3)C=CC=2)OC2C(P(C3C=CC=CC=3)C3C=CC=CC=3)=CC=CC1=2.Cl.[Cl:74][C:75]1[CH:80]=[CH:79][C:78]([N:81]2[CH2:86][CH2:85][NH:84][CH2:83][CH2:82]2)=[CH:77][CH:76]=1.